From a dataset of Reaction yield outcomes from USPTO patents with 853,638 reactions. Predict the reaction yield, written as a fraction of the theoretical maximum amount of product (1.0 means a 100% yield; for example, 0.34 means a 34% yield). (1) The reactants are [CH3:1][O:2][C:3]1[C:12]2[C:11]([N:13]3[CH2:18][CH2:17][NH:16][CH2:15][CH2:14]3)=[N:10][C:9]([C:19]3[CH:24]=[CH:23][N:22]=[CH:21][CH:20]=3)=[N:8][C:7]=2[CH:6]=[N:5][CH:4]=1.[CH3:25][CH2:26][N:27](CC)CC.ClCC#N. The catalyst is CC(N(C)C)=O.O. The product is [CH3:1][O:2][C:3]1[C:12]2[C:11]([N:13]3[CH2:18][CH2:17][N:16]([CH2:25][C:26]#[N:27])[CH2:15][CH2:14]3)=[N:10][C:9]([C:19]3[CH:24]=[CH:23][N:22]=[CH:21][CH:20]=3)=[N:8][C:7]=2[CH:6]=[N:5][CH:4]=1. The yield is 0.900. (2) The reactants are [Br:1][C:2]1[CH:3]=[C:4]([N+:9]([O-])=O)[C:5]([Cl:8])=[N:6][CH:7]=1.[Sn](Cl)Cl. The catalyst is CCO. The product is [Br:1][C:2]1[CH:3]=[C:4]([NH2:9])[C:5]([Cl:8])=[N:6][CH:7]=1. The yield is 0.730. (3) The reactants are [N:1]1[N:2]=[C:3]([C:6]2[CH:15]=[CH:14][CH:13]=[C:12]3[C:7]=2[NH:8][C:9](=O)[C:10]2[N:11]3[CH:16]=[CH:17][CH:18]=2)[NH:4][CH:5]=1.CC#N.C(N(CC)CC)C.O=P(Cl)(Cl)[Cl:32]. The catalyst is O.CO. The product is [Cl:32][C:9]1[C:10]2[N:11]([CH:16]=[CH:17][CH:18]=2)[C:12]2[C:7]([N:8]=1)=[C:6]([C:3]1[NH:4][CH:5]=[N:1][N:2]=1)[CH:15]=[CH:14][CH:13]=2. The yield is 0.840. (4) The reactants are C[Al](C)C.[CH3:5][O:6][C:7]1[CH:8]=[C:9]([CH:18]=[C:19]([O:21][CH3:22])[CH:20]=1)[CH2:10][CH2:11][C:12]1[CH:16]=[C:15]([NH2:17])[NH:14][N:13]=1.[CH3:23][C@H:24]1[N:29]([CH3:30])[CH2:28][CH2:27][N:26]([C:31]2[CH:40]=[CH:39][C:34]([C:35](OC)=[O:36])=[CH:33][CH:32]=2)[CH2:25]1.Cl. The catalyst is C1(C)C=CC=CC=1.CO. The product is [CH3:5][O:6][C:7]1[CH:8]=[C:9]([CH:18]=[C:19]([O:21][CH3:22])[CH:20]=1)[CH2:10][CH2:11][C:12]1[CH:16]=[C:15]([NH:17][C:35](=[O:36])[C:34]2[CH:33]=[CH:32][C:31]([N:26]3[CH2:27][CH2:28][N:29]([CH3:30])[C@H:24]([CH3:23])[CH2:25]3)=[CH:40][CH:39]=2)[NH:14][N:13]=1. The yield is 0.620. (5) The reactants are [S:1]1[C:5]2[CH:6]=[CH:7][CH:8]=[CH:9][C:4]=2[N:3]=[C:2]1[C:10]1[C:14]([C:15]2[CH:20]=[CH:19][C:18]([N+:21]([O-])=[O:22])=[CH:17][CH:16]=2)=[N:13][NH:12][C:11]=1[NH2:24]. The catalyst is CN(C=O)C.C(O)C.[Cl-].[NH4+].[Zn]. The product is [NH2:24][C:11]1[NH:12][N:13]=[C:14]([C:15]2[CH:20]=[CH:19][C:18]([NH:21][OH:22])=[CH:17][CH:16]=2)[C:10]=1[C:2]1[S:1][C:5]2[CH:6]=[CH:7][CH:8]=[CH:9][C:4]=2[N:3]=1. The yield is 0.0400. (6) The reactants are Cl[C:2]1[N:7]=[C:6]([NH:8][C@@H:9]2[CH2:14][CH2:13][CH2:12][CH2:11][C@H:10]2[NH:15][C:16](=[O:21])[C:17]([F:20])([F:19])[F:18])[C:5]([Cl:22])=[CH:4][N:3]=1.[CH2:23]([N:25]1[CH2:31][CH2:30][C:29]2[CH:32]=[C:33]([NH2:36])[CH:34]=[CH:35][C:28]=2[CH2:27][CH2:26]1)[CH3:24].Cl.C(=O)([O-])[O-]. The catalyst is COCCO.O1CCOCC1. The product is [Cl:22][C:5]1[C:6]([NH:8][C@@H:9]2[CH2:14][CH2:13][CH2:12][CH2:11][C@H:10]2[NH:15][C:16](=[O:21])[C:17]([F:20])([F:19])[F:18])=[N:7][C:2]([NH:36][C:33]2[CH:34]=[CH:35][C:28]3[CH2:27][CH2:26][N:25]([CH2:23][CH3:24])[CH2:31][CH2:30][C:29]=3[CH:32]=2)=[N:3][CH:4]=1. The yield is 0.450. (7) The reactants are [F:1][C:2]([F:14])([F:13])[C:3]([C:6]1[NH:7][CH:8]=[CH:9][C:10](=[O:12])[CH:11]=1)([CH3:5])[CH3:4].OS(O)(=O)=O.[N+:20]([O-])([OH:22])=[O:21].[OH-].[Na+]. No catalyst specified. The product is [N+:20]([C:9]1[C:10](=[O:12])[CH:11]=[C:6]([C:3]([CH3:5])([CH3:4])[C:2]([F:1])([F:13])[F:14])[NH:7][CH:8]=1)([O-:22])=[O:21]. The yield is 0.260.